This data is from Forward reaction prediction with 1.9M reactions from USPTO patents (1976-2016). The task is: Predict the product of the given reaction. (1) Given the reactants Br[CH2:2][C:3]([C:5]1[C:13]2[C:8](=[N:9][CH:10]=[C:11]([Br:14])[CH:12]=2)[NH:7][CH:6]=1)=O.[NH2:15][C:16]([NH2:18])=[S:17], predict the reaction product. The product is: [Br:14][C:11]1[CH:12]=[C:13]2[C:5]([C:3]3[S:17][C:16]([NH2:18])=[N:15][CH:2]=3)=[CH:6][NH:7][C:8]2=[N:9][CH:10]=1. (2) Given the reactants [NH2:1][C@@H:2]1[CH2:11][CH2:10][C:9]2[C:4](=[C:5]([N:13]3[CH2:18][CH2:17][N:16]([CH3:19])[CH2:15][CH2:14]3)[CH:6]=[CH:7][C:8]=2[OH:12])[CH2:3]1.C(N(CC)CC)C.[CH2:27]([O:31][C:32]1[CH:40]=[CH:39][C:35]([C:36](Cl)=[O:37])=[CH:34][CH:33]=1)[CH2:28][CH2:29][CH3:30], predict the reaction product. The product is: [OH:12][C:8]1[CH:7]=[CH:6][C:5]([N:13]2[CH2:18][CH2:17][N:16]([CH3:19])[CH2:15][CH2:14]2)=[C:4]2[C:9]=1[CH2:10][CH2:11][C@@H:2]([NH:1][C:36](=[O:37])[C:35]1[CH:34]=[CH:33][C:32]([O:31][CH2:27][CH2:28][CH2:29][CH3:30])=[CH:40][CH:39]=1)[CH2:3]2.